This data is from Full USPTO retrosynthesis dataset with 1.9M reactions from patents (1976-2016). The task is: Predict the reactants needed to synthesize the given product. (1) Given the product [CH:1]1([O:6][C:7]2[CH:8]=[C:9]([CH:30]=[CH:31][C:32]=2[O:33][CH3:34])[N:10]([C:18]2[CH:23]=[CH:22][C:21]([NH2:24])=[C:20]([C:27]([OH:29])=[O:28])[CH:19]=2)[CH2:11][C:12]2[CH:13]=[N:14][CH:15]=[CH:16][CH:17]=2)[CH2:5][CH2:4][CH2:3][CH2:2]1, predict the reactants needed to synthesize it. The reactants are: [CH:1]1([O:6][C:7]2[CH:8]=[C:9]([CH:30]=[CH:31][C:32]=2[O:33][CH3:34])[N:10]([C:18]2[CH:23]=[CH:22][C:21]([N+:24]([O-])=O)=[C:20]([C:27]([OH:29])=[O:28])[CH:19]=2)[CH2:11][C:12]2[CH:13]=[N:14][CH:15]=[CH:16][CH:17]=2)[CH2:5][CH2:4][CH2:3][CH2:2]1. (2) Given the product [NH2:19][C:13]1[N:12]=[C:11]([NH2:20])[C:10]2[C:15](=[CH:16][CH:17]=[CH:18][C:9]=2[O:8][CH2:7][CH:4]2[CH2:5][CH2:6][N:1]([C:27]([C:22]3[CH:23]=[CH:24][CH:25]=[CH:26][C:21]=3[CH3:30])=[O:28])[CH2:2][CH2:3]2)[N:14]=1, predict the reactants needed to synthesize it. The reactants are: [NH:1]1[CH2:6][CH2:5][CH:4]([CH2:7][O:8][C:9]2[CH:18]=[CH:17][CH:16]=[C:15]3[C:10]=2[C:11]([NH2:20])=[N:12][C:13]([NH2:19])=[N:14]3)[CH2:3][CH2:2]1.[C:21]1([CH3:30])[C:22]([C:27](Cl)=[O:28])=[CH:23][CH:24]=[CH:25][CH:26]=1. (3) Given the product [Cl:1][C:2]1[C:3]([C:8]([F:9])([F:11])[F:10])=[N:4][N:5]([CH2:13][C:14]([OH:16])=[O:15])[C:6]=1[CH3:7], predict the reactants needed to synthesize it. The reactants are: [Cl:1][C:2]1[C:3]([C:8]([F:11])([F:10])[F:9])=[N:4][NH:5][C:6]=1[CH3:7].Br[CH2:13][C:14]([O:16]CC)=[O:15].C(=O)([O-])[O-].[K+].[K+]. (4) Given the product [N:25]12[CH2:24][C@@H:23]([NH:22][C:17]([C:13]3[CH:14]=[CH:15][CH:16]=[C:10]4[O:9][C:8]([NH:7][C:1]5[CH:2]=[CH:3][CH:4]=[CH:5][CH:6]=5)=[N:12][C:11]=34)=[O:19])[CH:28]([CH2:29][CH2:30]1)[CH2:27][CH2:26]2, predict the reactants needed to synthesize it. The reactants are: [C:1]1([NH:7][C:8]2[O:9][C:10]3[C:11](=[C:13]([C:17]([OH:19])=O)[CH:14]=[CH:15][CH:16]=3)[N:12]=2)[CH:6]=[CH:5][CH:4]=[CH:3][CH:2]=1.Cl.Cl.[NH2:22][C@H:23]1[CH:28]2[CH2:29][CH2:30][N:25]([CH2:26][CH2:27]2)[CH2:24]1. (5) Given the product [Cl:1][C:2]1[CH:10]=[C:9]2[C:5]([C:6]([C:11]([OH:31])=[O:12])=[CH:7][NH:8]2)=[CH:4][C:3]=1[C:13]1[CH:18]=[CH:17][C:16]([C:19]2([CH2:23][OH:24])[CH2:22][CH2:21][CH2:20]2)=[CH:15][CH:14]=1, predict the reactants needed to synthesize it. The reactants are: [Cl:1][C:2]1[CH:10]=[C:9]2[C:5]([C:6]([CH:11]=[O:12])=[CH:7][NH:8]2)=[CH:4][C:3]=1[C:13]1[CH:18]=[CH:17][C:16]([C:19]2([CH2:23][OH:24])[CH2:22][CH2:21][CH2:20]2)=[CH:15][CH:14]=1.CC(=CC)C.Cl([O-])=[O:31].[Na+].O.OP([O-])(O)=O.[Na+].